From a dataset of Forward reaction prediction with 1.9M reactions from USPTO patents (1976-2016). Predict the product of the given reaction. Given the reactants [CH3:1][C:2](=[N:4][OH:5])[CH3:3].CC(C)([O-])C.[Na+].F[C:13]1[CH:18]=[CH:17][C:16]([N:19]2[C:23]([C:24]([NH:26][C:27]3[CH:32]=[CH:31][C:30]([C:33]4[C:41]5[S:40](=[O:43])(=[O:42])[N:39]([C:44]([O:46][C:47]([CH3:50])([CH3:49])[CH3:48])=[O:45])[CH2:38][C:37]=5[CH:36]=[CH:35][CH:34]=4)=[CH:29][CH:28]=3)=[O:25])=[CH:22][C:21]([C:51]([F:54])([F:53])[F:52])=[N:20]2)=[CH:15][C:14]=1[C:55]#[N:56], predict the reaction product. The product is: [C:2](=[N:4][O:5][C:13]1[CH:18]=[CH:17][C:16]([N:19]2[C:23]([C:24]([NH:26][C:27]3[CH:28]=[CH:29][C:30]([C:33]4[C:41]5[S:40](=[O:43])(=[O:42])[N:39]([C:44]([O:46][C:47]([CH3:50])([CH3:48])[CH3:49])=[O:45])[CH2:38][C:37]=5[CH:36]=[CH:35][CH:34]=4)=[CH:31][CH:32]=3)=[O:25])=[CH:22][C:21]([C:51]([F:52])([F:53])[F:54])=[N:20]2)=[CH:15][C:14]=1[C:55]#[N:56])([CH3:3])[CH3:1].